From a dataset of Forward reaction prediction with 1.9M reactions from USPTO patents (1976-2016). Predict the product of the given reaction. (1) The product is: [C:1]([Cl:6])(=[O:5])[C:2]([Cl:4])=[O:3].[Cl:4][CH2:8][C:9]1[CH:14]=[CH:13][C:12]([C:15]2[N:20]=[CH:19][C:18]([O:21][CH2:22][CH:23]3[CH2:28][CH2:27][N:26]([C:29]([O:31][CH:32]([CH3:34])[CH3:33])=[O:30])[CH2:25][CH2:24]3)=[CH:17][CH:16]=2)=[CH:11][CH:10]=1. Given the reactants [C:1]([Cl:6])(=[O:5])[C:2]([Cl:4])=[O:3].O[CH2:8][C:9]1[CH:14]=[CH:13][C:12]([C:15]2[N:20]=[CH:19][C:18]([O:21][CH2:22][CH:23]3[CH2:28][CH2:27][N:26]([C:29]([O:31][CH:32]([CH3:34])[CH3:33])=[O:30])[CH2:25][CH2:24]3)=[CH:17][CH:16]=2)=[CH:11][CH:10]=1, predict the reaction product. (2) Given the reactants C[O:2][C:3]([C:5]1[O:9][N:8]=[C:7]([CH2:10][CH:11]([CH3:13])[CH3:12])[CH:6]=1)=[O:4].[Li+].[OH-], predict the reaction product. The product is: [CH2:10]([C:7]1[CH:6]=[C:5]([C:3]([OH:4])=[O:2])[O:9][N:8]=1)[CH:11]([CH3:13])[CH3:12]. (3) Given the reactants [F:1][C:2]1[CH:7]=[C:6]([N:8]([CH2:21][C:22]2[CH:23]=[C:24]([C:28]3[C:33]([CH3:34])=[CH:32][C:31]([OH:35])=[CH:30][C:29]=3[CH3:36])[CH:25]=[CH:26][CH:27]=2)[S:9]([C:12]2[CH:17]=[CH:16][CH:15]=[CH:14][C:13]=2[N+:18]([O-:20])=[O:19])(=[O:11])=[O:10])[CH:5]=[CH:4][C:3]=1[CH2:37][CH2:38][C:39]([O:41][C:42]([CH3:45])([CH3:44])[CH3:43])=[O:40].[CH2:46]([NH:48][CH2:49][CH2:50]O)[CH3:47].[C:52](OC(=O)C)(=[O:54])[CH3:53], predict the reaction product. The product is: [C:52]([N:48]([CH2:46][CH3:47])[CH2:49][CH2:50][O:35][C:31]1[CH:32]=[C:33]([CH3:34])[C:28]([C:24]2[CH:25]=[CH:26][CH:27]=[C:22]([CH2:21][N:8]([S:9]([C:12]3[CH:17]=[CH:16][CH:15]=[CH:14][C:13]=3[N+:18]([O-:20])=[O:19])(=[O:10])=[O:11])[C:6]3[CH:5]=[CH:4][C:3]([CH2:37][CH2:38][C:39]([O:41][C:42]([CH3:45])([CH3:44])[CH3:43])=[O:40])=[C:2]([F:1])[CH:7]=3)[CH:23]=2)=[C:29]([CH3:36])[CH:30]=1)(=[O:54])[CH3:53]. (4) Given the reactants [Cl:1][C:2]1[CH:7]=[C:6]([Cl:8])[CH:5]=[CH:4][C:3]=1[C:9]1[C:31](=O)[N:30]([CH3:33])[C:12]2[N:13]([CH3:29])[C:14]3[C:19]([C:11]=2[CH:10]=1)=[CH:18][C:17]([C:20](=O)[CH2:21][C:22](=O)[CH2:23][N:24]([CH3:26])[CH3:25])=[CH:16][CH:15]=3.[OH2:34].[NH2:35][NH2:36], predict the reaction product. The product is: [Cl:1][C:2]1[CH:7]=[C:6]([Cl:8])[CH:5]=[CH:4][C:3]=1[C:9]1[C:31](=[O:34])[N:30]([CH3:33])[C:12]2[N:13]([CH3:29])[C:14]3[C:19]([C:11]=2[CH:10]=1)=[CH:18][C:17]([C:20]1[NH:35][N:36]=[C:22]([CH2:23][N:24]([CH3:26])[CH3:25])[CH:21]=1)=[CH:16][CH:15]=3. (5) Given the reactants COC(=O)[C:4]1[CH:9]=[CH:8][CH:7]=[CH:6][C:5]=1[O:10][CH2:11][CH2:12][NH:13][CH2:14][CH2:15][NH2:16].[CH3:18][C:19]1([CH3:26])[C@@H:24]([OH:25])[C:22](=[O:23])[O:21][CH2:20]1, predict the reaction product. The product is: [CH3:20][O:21][C:22](=[O:23])[C:8]1[CH:9]=[CH:4][C:5]([O:10][CH2:11][CH2:12][NH:13][CH2:14][CH2:15][NH:16][C:22](=[O:23])[C@H:24]([OH:25])[C:19]([CH3:26])([CH3:18])[CH2:20][OH:21])=[CH:6][CH:7]=1.